The task is: Predict the reactants needed to synthesize the given product.. This data is from Full USPTO retrosynthesis dataset with 1.9M reactions from patents (1976-2016). (1) Given the product [Br:22][CH2:8][C:5]1[CH:6]=[CH:7][C:2]([Cl:1])=[C:3]([C:9]2[CH:10]=[CH:11][CH:12]=[CH:13][CH:14]=2)[CH:4]=1, predict the reactants needed to synthesize it. The reactants are: [Cl:1][C:2]1[CH:7]=[CH:6][C:5]([CH3:8])=[CH:4][C:3]=1[C:9]1[CH:14]=[CH:13][CH:12]=[CH:11][CH:10]=1.C1C(=O)N([Br:22])C(=O)C1.CC(N=NC(C#N)(C)C)(C#N)C. (2) Given the product [Br:1][C:2]1[N:6]([S:7]([C:10]2[CH:15]=[CH:14][CH:13]=[CH:12][CH:11]=2)(=[O:9])=[O:8])[CH:5]=[C:4]([CH2:16][OH:17])[C:3]=1[CH2:20][CH3:21], predict the reactants needed to synthesize it. The reactants are: [Br:1][C:2]1[N:6]([S:7]([C:10]2[CH:15]=[CH:14][CH:13]=[CH:12][CH:11]=2)(=[O:9])=[O:8])[CH:5]=[C:4]([C:16](OC)=[O:17])[C:3]=1[CH2:20][CH3:21].[H-].C([Al+]CC(C)C)C(C)C. (3) Given the product [CH3:17][O:16][C:14]([CH:13]1[C:4](=[O:5])[C:6]2([CH2:7][CH2:8][CH2:9]2)[CH2:10][NH:11][C:12]1=[O:18])=[O:15], predict the reactants needed to synthesize it. The reactants are: C(O[C:4]([C:6]1([CH2:10][NH:11][C:12](=[O:18])[CH2:13][C:14]([O:16][CH3:17])=[O:15])[CH2:9][CH2:8][CH2:7]1)=[O:5])C.[Na]. (4) The reactants are: [OH:1][CH2:2][CH2:3][C@@H:4]1[CH2:6][C@@H:5]1[CH:7]1[CH2:12][CH2:11][N:10]([C:13]#[N:14])[CH2:9][CH2:8]1.[OH:15][NH:16][C:17](=N)[CH2:18][O:19][CH3:20].CC1C=CC(S(O)(=O)=O)=CC=1. Given the product [CH3:20][O:19][CH2:18][C:17]1[N:14]=[C:13]([N:10]2[CH2:9][CH2:8][CH:7]([C@H:5]3[CH2:6][C@H:4]3[CH2:3][CH2:2][OH:1])[CH2:12][CH2:11]2)[O:15][N:16]=1, predict the reactants needed to synthesize it. (5) Given the product [CH:1]1([N:5]2[CH2:6][CH2:7][C:8]3([CH2:15][CH2:14][N:13]([C:17]4[CH:27]=[CH:26][C:20]([C:21]([O:23][CH2:24][CH3:25])=[O:22])=[CH:19][CH:18]=4)[CH2:12][CH2:11]3)[CH2:9][CH2:10]2)[CH2:4][CH2:3][CH2:2]1, predict the reactants needed to synthesize it. The reactants are: [CH:1]1([N:5]2[CH2:10][CH2:9][C:8]3([CH2:15][CH2:14][NH:13][CH2:12][CH2:11]3)[CH2:7][CH2:6]2)[CH2:4][CH2:3][CH2:2]1.F[C:17]1[CH:27]=[CH:26][C:20]([C:21]([O:23][CH2:24][CH3:25])=[O:22])=[CH:19][CH:18]=1.C(=O)([O-])[O-].[K+].[K+].O. (6) Given the product [C:13]([O:17][C:18](=[O:27])[C:19]1[CH:20]=[CH:21][C:22]([CH2:25][N:8]2[N:7]=[CH:6][C:5]3[C:10](=[CH:11][C:2]([Br:1])=[CH:3][CH:4]=3)[C:9]2=[O:12])=[CH:23][CH:24]=1)([CH3:16])([CH3:15])[CH3:14], predict the reactants needed to synthesize it. The reactants are: [Br:1][C:2]1[CH:11]=[C:10]2[C:5]([CH:6]=[N:7][N:8]=[C:9]2[OH:12])=[CH:4][CH:3]=1.[C:13]([O:17][C:18](=[O:27])[C:19]1[CH:24]=[CH:23][C:22]([CH2:25]Br)=[CH:21][CH:20]=1)([CH3:16])([CH3:15])[CH3:14].C(=O)([O-])[O-].[Cs+].[Cs+]. (7) Given the product [CH2:35]([O:42][C:43]1[CH:44]=[CH:45][C:46]([CH2:49][CH2:50][O:32][C:29]2[CH:28]=[CH:27][C:26]([C:16]3[C:17]([N:18]4[CH2:19][CH2:20][C:21]([CH3:25])([CH3:24])[CH2:22][CH2:23]4)=[C:12]([C@H:6]([O:5][C:1]([CH3:2])([CH3:3])[CH3:4])[C:7]([OH:9])=[O:8])[C:13]([CH3:34])=[N:14][C:15]=3[CH3:33])=[CH:31][CH:30]=2)=[CH:47][CH:48]=1)[C:36]1[CH:37]=[CH:38][CH:39]=[CH:40][CH:41]=1, predict the reactants needed to synthesize it. The reactants are: [C:1]([O:5][C@@H:6]([C:12]1[C:13]([CH3:34])=[N:14][C:15]([CH3:33])=[C:16]([C:26]2[CH:31]=[CH:30][C:29]([OH:32])=[CH:28][CH:27]=2)[C:17]=1[N:18]1[CH2:23][CH2:22][C:21]([CH3:25])([CH3:24])[CH2:20][CH2:19]1)[C:7]([O:9]CC)=[O:8])([CH3:4])([CH3:3])[CH3:2].[CH2:35]([O:42][C:43]1[CH:48]=[CH:47][C:46]([CH2:49][CH2:50]O)=[CH:45][CH:44]=1)[C:36]1[CH:41]=[CH:40][CH:39]=[CH:38][CH:37]=1.C1C=CC(P(C2C=CC=CC=2)C2C=CC=CC=2)=CC=1.CCOC(/N=N/C(OCC)=O)=O.[OH-].[Na+].